From a dataset of Peptide-MHC class I binding affinity with 185,985 pairs from IEDB/IMGT. Regression. Given a peptide amino acid sequence and an MHC pseudo amino acid sequence, predict their binding affinity value. This is MHC class I binding data. (1) The binding affinity (normalized) is 0.513. The MHC is HLA-A02:03 with pseudo-sequence HLA-A02:03. The peptide sequence is NLWNTFTRL. (2) The peptide sequence is RPKQAWCWF. The binding affinity (normalized) is 0.220. The MHC is Mamu-B08 with pseudo-sequence Mamu-B08. (3) The peptide sequence is YYVPLLKRVPL. The MHC is H-2-Kd with pseudo-sequence H-2-Kd. The binding affinity (normalized) is 0.604. (4) The peptide sequence is IQGTLAKAY. The MHC is HLA-A03:01 with pseudo-sequence HLA-A03:01. The binding affinity (normalized) is 0.0847. (5) The peptide sequence is GYSLNFMGYV. The MHC is Patr-A0901 with pseudo-sequence Patr-A0901. The binding affinity (normalized) is 0.625. (6) The binding affinity (normalized) is 0.466. The peptide sequence is RVYRRRLAQ. The MHC is HLA-A03:01 with pseudo-sequence HLA-A03:01. (7) The peptide sequence is IKLEPVHGVY. The MHC is HLA-B40:01 with pseudo-sequence HLA-B40:01. The binding affinity (normalized) is 0.